Predict the reaction yield, written as a fraction of the theoretical maximum amount of product (1.0 means a 100% yield; for example, 0.34 means a 34% yield). From a dataset of Reaction yield outcomes from USPTO patents with 853,638 reactions. (1) The reactants are [CH3:1][CH:2]([NH:9][CH:10]1[CH2:15][CH2:14][N:13]([CH3:16])[CH2:12][CH2:11]1)[C:3]1[CH:8]=[CH:7][CH:6]=[CH:5][CH:4]=1.[CH3:17][O:18][C:19]1[CH:24]=[CH:23][C:22]([CH2:25][C:26](Cl)=[O:27])=[CH:21][CH:20]=1. The catalyst is ClCCl. The product is [CH3:17][O:18][C:19]1[CH:24]=[CH:23][C:22]([CH2:25][C:26]([N:9]([CH:2]([CH3:1])[C:3]2[CH:8]=[CH:7][CH:6]=[CH:5][CH:4]=2)[CH:10]2[CH2:15][CH2:14][N:13]([CH3:16])[CH2:12][CH2:11]2)=[O:27])=[CH:21][CH:20]=1. The yield is 0.700. (2) The reactants are [CH3:1][S:2]([C:5]1[N:10]=[CH:9][C:8]([O:11][C:12]2[CH:13]=[C:14]3[C:18](=[C:19]([O:21][CH:22]4[CH2:27][CH2:26][O:25][CH2:24][CH2:23]4)[CH:20]=2)[NH:17][C:16]([C:28](=[S:30])[NH2:29])=[CH:15]3)=[CH:7][CH:6]=1)(=[O:4])=[O:3].[C:31]([O:36][CH2:37][CH3:38])(=[O:35])[C:32]#[C:33][CH3:34].C(P(CCCC)CCCC)CCC.C(OCC)(=O)C. The catalyst is O1CCCC1.C1(C)C=CC=CC=1.CCCCCC. The product is [CH2:37]([O:36][C:31](=[O:35])[CH2:32][CH:33]1[S:30][C:28]([C:16]2[NH:17][C:18]3[C:14]([CH:15]=2)=[CH:13][C:12]([O:11][C:8]2[CH:9]=[N:10][C:5]([S:2]([CH3:1])(=[O:4])=[O:3])=[CH:6][CH:7]=2)=[CH:20][C:19]=3[O:21][CH:22]2[CH2:23][CH2:24][O:25][CH2:26][CH2:27]2)=[N:29][CH2:34]1)[CH3:38]. The yield is 0.600. (3) The reactants are [N+:1]([C:4]1[CH:5]=[C:6]2[C:10](=[CH:11][CH:12]=1)[N:9]([CH2:13][CH2:14][CH3:15])[C:8](=[O:16])[CH2:7]2)([O-])=O.[Cl-].[NH4+]. The catalyst is C(O)C.O.ClCCl.[Fe]. The product is [NH2:1][C:4]1[CH:5]=[C:6]2[C:10](=[CH:11][CH:12]=1)[N:9]([CH2:13][CH2:14][CH3:15])[C:8](=[O:16])[CH2:7]2. The yield is 0.990. (4) The reactants are CO[C:3](=[O:14])[CH:4]([N:6]=[CH:7][C:8]1[CH:13]=[CH:12][CH:11]=[CH:10][CH:9]=1)[CH3:5].[C:15]([NH2:19])(=[O:18])[CH:16]=[CH2:17].CC([O-])(C)C.[K+].[NH4+].[Cl-]. The catalyst is C1COCC1. The product is [CH:7](=[N:6][C:4]1([CH3:5])[CH2:17][CH2:16][C:15](=[O:18])[NH:19][C:3]1=[O:14])[C:8]1[CH:9]=[CH:10][CH:11]=[CH:12][CH:13]=1. The yield is 0.750. (5) The reactants are [Cl:1][C:2]1[CH:3]=[C:4]([C:24]#[CH:25])[CH:5]=[C:6]2[C:10]=1[C:9](=[O:11])[N:8]([CH2:12][C:13]1[CH:18]=[CH:17][C:16]([O:19][C:20]([F:23])([F:22])[F:21])=[CH:15][CH:14]=1)[CH2:7]2.[H][H]. The catalyst is C(O)C.[Pd]. The product is [Cl:1][C:2]1[CH:3]=[C:4]([CH2:24][CH3:25])[CH:5]=[C:6]2[C:10]=1[C:9](=[O:11])[N:8]([CH2:12][C:13]1[CH:14]=[CH:15][C:16]([O:19][C:20]([F:23])([F:21])[F:22])=[CH:17][CH:18]=1)[CH2:7]2. The yield is 0.630.